This data is from NCI-60 drug combinations with 297,098 pairs across 59 cell lines. The task is: Regression. Given two drug SMILES strings and cell line genomic features, predict the synergy score measuring deviation from expected non-interaction effect. (1) Drug 1: C1=NC2=C(N1)C(=S)N=CN2. Cell line: MOLT-4. Drug 2: C1CNP(=O)(OC1)N(CCCl)CCCl. Synergy scores: CSS=68.3, Synergy_ZIP=-0.280, Synergy_Bliss=-0.118, Synergy_Loewe=-52.2, Synergy_HSA=0.204. (2) Drug 1: CC1=C2C(C(=O)C3(C(CC4C(C3C(C(C2(C)C)(CC1OC(=O)C(C(C5=CC=CC=C5)NC(=O)OC(C)(C)C)O)O)OC(=O)C6=CC=CC=C6)(CO4)OC(=O)C)OC)C)OC. Drug 2: C(CCl)NC(=O)N(CCCl)N=O. Cell line: NCIH23. Synergy scores: CSS=51.8, Synergy_ZIP=8.68, Synergy_Bliss=8.01, Synergy_Loewe=-13.6, Synergy_HSA=7.90. (3) Drug 1: C1CN(CCN1C(=O)CCBr)C(=O)CCBr. Drug 2: C1CCC(C(C1)N)N.C(=O)(C(=O)[O-])[O-].[Pt+4]. Cell line: HS 578T. Synergy scores: CSS=25.9, Synergy_ZIP=-3.98, Synergy_Bliss=-2.06, Synergy_Loewe=-0.261, Synergy_HSA=0.760.